From a dataset of Full USPTO retrosynthesis dataset with 1.9M reactions from patents (1976-2016). Predict the reactants needed to synthesize the given product. (1) Given the product [CH3:15][NH:16][C:17]1[N:22]=[C:21]([CH2:23][CH2:24][O:25][C:27]2[CH:28]=[C:29]3[C:33](=[CH:34][CH:35]=2)[NH:32][C:31]([CH2:36][CH2:37][C:38]([O:40][CH3:41])=[O:39])=[CH:30]3)[CH:20]=[CH:19][CH:18]=1, predict the reactants needed to synthesize it. The reactants are: N(C(OC(C)C)=O)=NC(OC(C)C)=O.[CH3:15][NH:16][C:17]1[N:22]=[C:21]([CH2:23][CH2:24][OH:25])[CH:20]=[CH:19][CH:18]=1.O[C:27]1[CH:28]=[C:29]2[C:33](=[CH:34][CH:35]=1)[NH:32][C:31]([CH2:36][CH2:37][C:38]([O:40][CH3:41])=[O:39])=[CH:30]2.C1(P(C2C=CC=CC=2)C2C=CC=CC=2)C=CC=CC=1. (2) Given the product [C:31]([C:2]1[N:7]=[C:6]([NH:8][CH2:9][C:10]([CH3:13])([CH3:12])[CH3:11])[C:5]([CH2:14][NH:15][C:16](=[O:26])[CH2:17][C:18]2[CH:23]=[CH:22][C:21]([O:24][CH3:25])=[CH:20][CH:19]=2)=[CH:4][N:3]=1)#[N:30], predict the reactants needed to synthesize it. The reactants are: Cl[C:2]1[N:7]=[C:6]([NH:8][CH2:9][C:10]([CH3:13])([CH3:12])[CH3:11])[C:5]([CH2:14][NH:15][C:16](=[O:26])[CH2:17][C:18]2[CH:23]=[CH:22][C:21]([O:24][CH3:25])=[CH:20][CH:19]=2)=[CH:4][N:3]=1.[C-]#N.[K+].[N:30]12CCN(CC1)C[CH2:31]2.